The task is: Predict the reaction yield, written as a fraction of the theoretical maximum amount of product (1.0 means a 100% yield; for example, 0.34 means a 34% yield).. This data is from Reaction yield outcomes from USPTO patents with 853,638 reactions. (1) The reactants are [Cl:1][C:2]1[CH:3]=[C:4]([CH:9]2[C:18]3[C:13](=[CH:14][C:15]([O:19][CH3:20])=[CH:16][CH:17]=3)[CH2:12][NH:11][CH2:10]2)[CH:5]=[CH:6][C:7]=1[Cl:8].C(N(CC)C(C)C)(C)C.[N+:30]([C:33]1[CH:38]=[CH:37][CH:36]=[CH:35][C:34]=1[S:39](Cl)(=[O:41])=[O:40])([O-:32])=[O:31]. The catalyst is ClCCl. The product is [Cl:1][C:2]1[CH:3]=[C:4]([CH:9]2[C:18]3[C:13](=[CH:14][C:15]([O:19][CH3:20])=[CH:16][CH:17]=3)[CH2:12][N:11]([S:39]([C:34]3[CH:35]=[CH:36][CH:37]=[CH:38][C:33]=3[N+:30]([O-:32])=[O:31])(=[O:40])=[O:41])[CH2:10]2)[CH:5]=[CH:6][C:7]=1[Cl:8]. The yield is 0.800. (2) The reactants are [Cl:1][C:2]1[C:3]([O:12][C:13]2[CH:18]=[C:17]([OH:19])[CH:16]=[CH:15][C:14]=2/[CH:20]=[CH:21]/[C:22]([O:24][CH2:25][CH3:26])=[O:23])=[N:4][CH:5]=[C:6]([C:8]([F:11])([F:10])[F:9])[CH:7]=1.Br[CH2:28][CH2:29][CH2:30][C:31]#[N:32].C(=O)([O-])[O-].[K+].[K+].[I-].[Na+]. The catalyst is O.CN(C)C=O. The product is [Cl:1][C:2]1[C:3]([O:12][C:13]2[CH:18]=[C:17]([O:19][CH2:28][CH2:29][CH2:30][C:31]#[N:32])[CH:16]=[CH:15][C:14]=2/[CH:20]=[CH:21]/[C:22]([O:24][CH2:25][CH3:26])=[O:23])=[N:4][CH:5]=[C:6]([C:8]([F:9])([F:11])[F:10])[CH:7]=1. The yield is 0.940.